The task is: Predict the reactants needed to synthesize the given product.. This data is from Full USPTO retrosynthesis dataset with 1.9M reactions from patents (1976-2016). (1) Given the product [N+:14]([C:17]1[CH:18]=[CH:19][C:20]([C:21]([C:10]2[NH:9][CH:13]=[CH:12][CH:11]=2)=[O:22])=[CH:24][CH:25]=1)([O-:16])=[O:15], predict the reactants needed to synthesize it. The reactants are: C[Mg+].[Br-].C(OCC)C.[NH:9]1[CH:13]=[CH:12][CH:11]=[CH:10]1.[N+:14]([C:17]1[CH:25]=[CH:24][C:20]([C:21](Cl)=[O:22])=[CH:19][CH:18]=1)([O-:16])=[O:15].[NH4+].[Cl-]. (2) Given the product [CH3:11][C:9]1[S:10][C:6]([C:4]([OH:5])=[O:3])=[CH:7][N:8]=1, predict the reactants needed to synthesize it. The reactants are: C([O:3][C:4]([C:6]1[S:10][C:9]([CH3:11])=[N:8][CH:7]=1)=[O:5])C.[OH-].[Na+].Cl. (3) The reactants are: [NH3:1].C[O:3][C:4](=O)[C:5]1[CH:10]=[CH:9][CH:8]=[C:7]([N+:11]([O-:13])=[O:12])[C:6]=1[CH2:14]Br. Given the product [N+:11]([C:7]1[CH:8]=[CH:9][CH:10]=[C:5]2[C:6]=1[CH2:14][NH:1][C:4]2=[O:3])([O-:13])=[O:12], predict the reactants needed to synthesize it. (4) Given the product [Cl:35][C:33]1[CH:32]=[CH:31][C:17]([O:18][C:19]2[CH:30]=[CH:29][C:22]([C:23]([N:25]([O:27][CH3:28])[CH3:26])=[O:24])=[CH:21][CH:20]=2)=[C:16]([NH:15][C:2]2[C:3]3[C:8](=[N:7][C:6]([CH2:12][CH2:13][CH3:14])=[CH:5][CH:4]=3)[N:9]=[CH:10][CH:11]=2)[CH:34]=1, predict the reactants needed to synthesize it. The reactants are: Cl[C:2]1[CH:11]=[CH:10][N:9]=[C:8]2[C:3]=1[CH:4]=[CH:5][C:6]([CH2:12][CH2:13][CH3:14])=[N:7]2.[NH2:15][C:16]1[CH:34]=[C:33]([Cl:35])[CH:32]=[CH:31][C:17]=1[O:18][C:19]1[CH:30]=[CH:29][C:22]([C:23]([N:25]([O:27][CH3:28])[CH3:26])=[O:24])=[CH:21][CH:20]=1. (5) Given the product [F:12][C:11]([F:14])([F:13])[C:10]1[C:3]2[C:4](=[N:5][CH:6]=[CH:7][C:2]=2[C:17]2[CH:16]=[N:15][C:24]3[C:19]([CH:18]=2)=[CH:20][CH:21]=[CH:22][CH:23]=3)[NH:8][N:9]=1, predict the reactants needed to synthesize it. The reactants are: Cl[C:2]1[CH:7]=[CH:6][N:5]=[C:4]2[NH:8][N:9]=[C:10]([C:11]([F:14])([F:13])[F:12])[C:3]=12.[N:15]1[C:24]2[C:19](=[CH:20][CH:21]=[CH:22][CH:23]=2)[CH:18]=[C:17](B(O)O)[CH:16]=1.C(=O)([O-])[O-].[Na+].[Na+].C(OCC)(=O)C. (6) Given the product [CH3:1][O:2][C:3]1[CH:4]=[C:5]2[C:10](=[CH:11][C:12]=1[O:13][CH3:14])[N:9]=[CH:8][CH:7]=[C:6]2[O:15][C:16]1[C:22]([CH3:23])=[CH:21][C:19]([NH:20][C:36]([NH:52][CH2:51][CH2:50][N:44]2[CH2:49][CH2:48][CH2:47][CH2:46][CH2:45]2)=[O:42])=[C:18]([CH3:24])[CH:17]=1, predict the reactants needed to synthesize it. The reactants are: [CH3:1][O:2][C:3]1[CH:4]=[C:5]2[C:10](=[CH:11][C:12]=1[O:13][CH3:14])[N:9]=[CH:8][CH:7]=[C:6]2[O:15][C:16]1[C:22]([CH3:23])=[CH:21][C:19]([NH2:20])=[C:18]([CH3:24])[CH:17]=1.C(N(CC)CC)C.ClC(Cl)(O[C:36](=[O:42])OC(Cl)(Cl)Cl)Cl.[N:44]1([CH2:50][CH2:51][NH2:52])[CH2:49][CH2:48][CH2:47][CH2:46][CH2:45]1. (7) The reactants are: Cl[CH2:2][CH2:3][CH2:4][O:5][C:6]1[CH:30]=[CH:29][C:9]([CH2:10][N:11]2[C:19]3[C:14](=[CH:15][CH:16]=[CH:17][CH:18]=3)[C:13]3[CH2:20][CH2:21][S:22][C:23]4[CH:28]=[CH:27][CH:26]=[CH:25][C:24]=4[C:12]2=3)=[CH:8][CH:7]=1.[NH:31]1[CH2:36][CH2:35][CH2:34][CH2:33][CH2:32]1. Given the product [N:31]1([CH2:2][CH2:3][CH2:4][O:5][C:6]2[CH:30]=[CH:29][C:9]([CH2:10][N:11]3[C:19]4[C:14](=[CH:15][CH:16]=[CH:17][CH:18]=4)[C:13]4[CH2:20][CH2:21][S:22][C:23]5[CH:28]=[CH:27][CH:26]=[CH:25][C:24]=5[C:12]3=4)=[CH:8][CH:7]=2)[CH2:36][CH2:35][CH2:34][CH2:33][CH2:32]1, predict the reactants needed to synthesize it. (8) Given the product [F:12][C:10]1[CH:9]=[C:8]([F:13])[CH:7]=[C:6]2[C:11]=1[C:2]([NH:36][C:35]1[CH:34]=[C:33]([N:37]3[CH2:42][CH2:41][O:40][CH2:39][CH2:38]3)[N:32]=[CH:31][C:30]=1[C:27]1[CH:28]=[N:29][C:24]([O:23][CH3:22])=[CH:25][CH:26]=1)=[C:3]([CH3:21])[C:4]([N:14]1[CH2:19][CH2:18][CH2:17][C:15]1=[O:20])=[N:5]2, predict the reactants needed to synthesize it. The reactants are: Br[C:2]1[C:11]2[C:6](=[CH:7][C:8]([F:13])=[CH:9][C:10]=2[F:12])[N:5]=[C:4]([N:14]2[CH2:19][CH2:18][CH2:17]C[C:15]2=[O:20])[C:3]=1[CH3:21].[CH3:22][O:23][C:24]1[N:29]=[CH:28][C:27]([C:30]2[CH:31]=[N:32][C:33]([N:37]3[CH2:42][CH2:41][O:40][CH2:39][CH2:38]3)=[CH:34][C:35]=2[NH2:36])=[CH:26][CH:25]=1. (9) Given the product [F:41][C:6]([F:5])([F:40])[C:7]([C:16]1[CH:21]=[CH:20][C:19]([O:22][CH2:23][CH2:24][CH2:25][CH2:26][N:27]2[C:31](=[O:32])[C:30]([CH3:33])([CH3:34])[N:29]([CH3:35])[C:28]2=[O:36])=[C:18]([CH2:37][CH2:38][CH3:39])[CH:17]=1)([OH:12])[C:8]([F:11])([F:10])[F:9], predict the reactants needed to synthesize it. The reactants are: Cl.C(O)C.[F:5][C:6]([F:41])([F:40])[C:7]([C:16]1[CH:21]=[CH:20][C:19]([O:22][CH2:23][CH2:24][CH2:25][CH2:26][N:27]2[C:31](=[O:32])[C:30]([CH3:34])([CH3:33])[N:29]([CH3:35])[C:28]2=[O:36])=[C:18]([CH2:37][CH2:38][CH3:39])[CH:17]=1)([O:12]COC)[C:8]([F:11])([F:10])[F:9].